From a dataset of Reaction yield outcomes from USPTO patents with 853,638 reactions. Predict the reaction yield, written as a fraction of the theoretical maximum amount of product (1.0 means a 100% yield; for example, 0.34 means a 34% yield). (1) The reactants are [N:1]([O-:3])=O.[Na+].[CH3:5][CH2:6][O:7][C:8]([CH2:10][C:11]([C:13]1[CH:18]=[CH:17][CH:16]=[CH:15][CH:14]=1)=[O:12])=[O:9]. The catalyst is O.C(O)(=O)C. The product is [CH2:6]([O:7][C:8](=[O:9])[C:10](=[N:1][OH:3])[C:11](=[O:12])[C:13]1[CH:14]=[CH:15][CH:16]=[CH:17][CH:18]=1)[CH3:5]. The yield is 0.880. (2) The reactants are [Br:1][C:2]1[CH:10]=[CH:9][CH:8]=[C:7]2[C:3]=1[C:4]1([C:15]3=[CH:16][C:17]4[O:21][CH2:20][O:19][C:18]=4[CH:22]=[C:14]3[O:13][CH2:12]1)[C:5](=[O:11])[NH:6]2.[C:23](O[C:23]([O:25][C:26]([CH3:29])([CH3:28])[CH3:27])=[O:24])([O:25][C:26]([CH3:29])([CH3:28])[CH3:27])=[O:24].[OH-].[Na+]. The catalyst is O1CCCC1.O. The product is [Br:1][C:2]1[CH:10]=[CH:9][CH:8]=[C:7]2[C:3]=1[C:4]1([C:15]3=[CH:16][C:17]4[O:21][CH2:20][O:19][C:18]=4[CH:22]=[C:14]3[O:13][CH2:12]1)[C:5](=[O:11])[N:6]2[C:23]([O:25][C:26]([CH3:29])([CH3:28])[CH3:27])=[O:24]. The yield is 0.740. (3) The reactants are [NH2:1][C:2]1[S:6][C:5]2[CH2:7][CH2:8][CH2:9][CH2:10][C:4]=2[C:3]=1[C:11]([C:13]1[O:14][CH:15]=[CH:16][CH:17]=1)=[O:12].C(N(CC)CC)C.[C:25](Cl)(=[O:27])[CH3:26]. The catalyst is ClCCl. The product is [O:14]1[CH:15]=[CH:16][CH:17]=[C:13]1[C:11]([C:3]1[C:4]2[CH2:10][CH2:9][CH2:8][CH2:7][C:5]=2[S:6][C:2]=1[NH:1][C:25](=[O:27])[CH3:26])=[O:12]. The yield is 0.690. (4) The reactants are [H-].[Na+].[CH3:3][CH2:4][O:5][C:6]([CH:8](P(OCC)(OCC)=O)[CH3:9])=[O:7].[CH:18]([C:21]1[CH:28]=[CH:27][C:24]([CH:25]=O)=[CH:23][CH:22]=1)([CH3:20])[CH3:19].O. The product is [CH:18]([C:21]1[CH:28]=[CH:27][C:24]([CH:25]=[C:8]([CH3:9])[C:6]([O:5][CH2:4][CH3:3])=[O:7])=[CH:23][CH:22]=1)([CH3:20])[CH3:19]. The yield is 0.960. The catalyst is CN(C)C=O. (5) The reactants are [CH2:1]([NH:3][C:4](=[O:36])[NH:5][C:6]1[CH:11]=[CH:10][C:9]([C:12]2[N:13]=[C:14]([N:29]3[CH2:34][CH2:33][O:32][CH2:31][C@@H:30]3[CH3:35])[C:15]3[CH2:21][CH2:20][N:19](C(OC(C)(C)C)=O)[CH2:18][C:16]=3[N:17]=2)=[CH:8][CH:7]=1)[CH3:2].[C:37]([OH:43])([C:39]([F:42])([F:41])[F:40])=[O:38]. The catalyst is C(Cl)Cl. The product is [F:40][C:39]([F:42])([F:41])[C:37]([OH:43])=[O:38].[CH2:1]([NH:3][C:4]([NH:5][C:6]1[CH:7]=[CH:8][C:9]([C:12]2[N:13]=[C:14]([N:29]3[CH2:34][CH2:33][O:32][CH2:31][C@@H:30]3[CH3:35])[C:15]3[CH2:21][CH2:20][NH:19][CH2:18][C:16]=3[N:17]=2)=[CH:10][CH:11]=1)=[O:36])[CH3:2]. The yield is 0.840. (6) The reactants are [NH:1]1[C:9]2[C:4](=[CH:5][C:6]([O:10][C:11]3[CH:20]=[CH:19][CH:18]=[CH:17][C:12]=3[C:13](OC)=[O:14])=[CH:7][CH:8]=2)[CH:3]=[N:2]1.[H-].[Al+3].[Li+].[H-].[H-].[H-].O.[OH-].[Na+]. The catalyst is O1CCCC1. The yield is 0.650. The product is [NH:1]1[C:9]2[C:4](=[CH:5][C:6]([O:10][C:11]3[CH:20]=[CH:19][CH:18]=[CH:17][C:12]=3[CH2:13][OH:14])=[CH:7][CH:8]=2)[CH:3]=[N:2]1. (7) The reactants are [I:1][C:2]1[CH:8]=[C:7]([N+:9]([O-:11])=[O:10])[CH:6]=[C:5]([I:12])[C:3]=1N.OS(O)(=O)=O.N([O-])=O.[Na+]. The catalyst is C(O)C. The product is [I:1][C:2]1[CH:8]=[C:7]([N+:9]([O-:11])=[O:10])[CH:6]=[C:5]([I:12])[CH:3]=1. The yield is 0.720. (8) The product is [ClH:18].[CH2:21]([N:20]([CH3:19])[C:13]1[CH:12]=[CH:11][C:10]2[CH2:9][NH:8][CH2:17][CH2:16][C:15]=2[N:14]=1)[CH3:22]. No catalyst specified. The yield is 0.340. The reactants are C([N:8]1[CH2:17][CH2:16][C:15]2[N:14]=[C:13]([Cl:18])[CH:12]=[CH:11][C:10]=2[CH2:9]1)C1C=CC=CC=1.[CH3:19][NH:20][CH2:21][CH3:22]. (9) The reactants are [CH3:1][C:2]1[CH:11]=[CH:10][C:9]2[C:4](=[C:5]([C:12]3[CH:16]([CH3:17])[C:15]([CH3:18])=[C:14]([CH3:19])[C:13]=3[CH3:20])[CH:6]=[CH:7][CH:8]=2)[N:3]=1.C([Li])CCC.[Cl-:26].[Cr+3:27].[Cl-].[Cl-]. No catalyst specified. The product is [Cl-:26].[Cl-:26].[CH3:1][C:2]1[CH:11]=[CH:10][C:9]2[C:4](=[C:5]([C:12]3([Cr+2:27])[C:16]([CH3:17])=[C:15]([CH3:18])[C:14]([CH3:19])=[C:13]3[CH3:20])[CH:6]=[CH:7][CH:8]=2)[N:3]=1. The yield is 0.500. (10) The product is [CH3:1][O:2][C:3](=[O:13])[C@@H:4]([N:12]1[CH2:29][C:28]([O:31][C:32]2[CH:37]=[CH:36][CH:35]=[CH:34][C:33]=2[C:38]([CH3:41])([CH3:40])[CH3:39])=[CH:27][C:26]1=[O:25])[CH2:5][CH:6]1[CH2:11][CH2:10][CH2:9][CH2:8][CH2:7]1. The catalyst is CN(C)C=O. The reactants are [CH3:1][O:2][C:3](=[O:13])[C@@H:4]([NH2:12])[CH2:5][CH:6]1[CH2:11][CH2:10][CH2:9][CH2:8][CH2:7]1.C(N(CC)C(C)C)(C)C.C([O:25][C:26](=O)/[CH:27]=[C:28](/[O:31][C:32]1[CH:37]=[CH:36][CH:35]=[CH:34][C:33]=1[C:38]([CH3:41])([CH3:40])[CH3:39])\[CH2:29]Br)C. The yield is 0.280.